Dataset: Peptide-MHC class II binding affinity with 134,281 pairs from IEDB. Task: Regression. Given a peptide amino acid sequence and an MHC pseudo amino acid sequence, predict their binding affinity value. This is MHC class II binding data. The peptide sequence is SQDLELSWNLNGLQAC. The MHC is DRB1_1302 with pseudo-sequence DRB1_1302. The binding affinity (normalized) is 0.575.